This data is from Reaction yield outcomes from USPTO patents with 853,638 reactions. The task is: Predict the reaction yield, written as a fraction of the theoretical maximum amount of product (1.0 means a 100% yield; for example, 0.34 means a 34% yield). The reactants are [Cl:1][C:2]1[NH:3][CH:4]=[C:5]([N+:7]([O-:9])=[O:8])[N:6]=1.[CH3:10][C:11]1[CH:16]=[CH:15][C:14]([S:17]([O:20][CH2:21][C@@:22]2([CH3:25])[CH2:24][O:23]2)(=[O:19])=[O:18])=[CH:13][CH:12]=1. The catalyst is C(#N)C.[Cl-].C([N+](CC)(CC)CC)C1C=CC=CC=1. The product is [Cl:1][C:2]1[N:3]([CH2:25][C@:22]([OH:23])([CH3:24])[CH2:21][O:20][S:17]([C:14]2[CH:15]=[CH:16][C:11]([CH3:10])=[CH:12][CH:13]=2)(=[O:19])=[O:18])[CH:4]=[C:5]([N+:7]([O-:9])=[O:8])[N:6]=1. The yield is 0.430.